This data is from Forward reaction prediction with 1.9M reactions from USPTO patents (1976-2016). The task is: Predict the product of the given reaction. (1) Given the reactants [N:1]1([C:5]2[CH:10]=[CH:9][N:8]3[CH:11]=[C:12]([C:14]4[CH:15]=[C:16]([OH:20])[CH:17]=[CH:18][CH:19]=4)[N:13]=[C:7]3[CH:6]=2)[CH2:4][CH2:3][CH2:2]1.CC1C=CC(S(O[CH2:32][F:33])(=O)=O)=CC=1.C([O-])([O-])=O.[Cs+].[Cs+].CN(C=O)C, predict the reaction product. The product is: [N:1]1([C:5]2[CH:10]=[CH:9][N:8]3[CH:11]=[C:12]([C:14]4[CH:19]=[CH:18][CH:17]=[C:16]([O:20][CH2:32][F:33])[CH:15]=4)[N:13]=[C:7]3[CH:6]=2)[CH2:2][CH2:3][CH2:4]1. (2) Given the reactants [CH3:1][N:2]1[CH2:6][CH2:5][N:4]([C@@H:7]2[CH2:12][CH2:11][C@H:10]([C:13]([OH:15])=O)[CH2:9][CH2:8]2)[C:3]1=[O:16].[F:17][C:18]1[CH:19]=[C:20]([C:25]2[CH:26]=[CH:27][C:28]([NH2:31])=[N:29][CH:30]=2)[CH:21]=[C:22]([F:24])[CH:23]=1, predict the reaction product. The product is: [F:24][C:22]1[CH:21]=[C:20]([C:25]2[CH:26]=[CH:27][C:28]([NH:31][C:13]([C@H:10]3[CH2:9][CH2:8][C@@H:7]([N:4]4[CH2:5][CH2:6][N:2]([CH3:1])[C:3]4=[O:16])[CH2:12][CH2:11]3)=[O:15])=[N:29][CH:30]=2)[CH:19]=[C:18]([F:17])[CH:23]=1. (3) Given the reactants [CH3:1][O:2][C:3]1[C:8]([C:9]2[NH:10][C:11]3[C:16]([C:17]=2[CH:18]2[CH2:23][CH2:22][NH:21][CH2:20][CH2:19]2)=[CH:15][CH:14]=[CH:13][CH:12]=3)=[CH:7][CH:6]=[CH:5][N:4]=1.C(N(C(C)C)CC)(C)C.[CH2:33](Br)[C:34]1[CH:39]=[CH:38][CH:37]=[CH:36][CH:35]=1.C(OCC)(=O)C, predict the reaction product. The product is: [CH2:33]([N:21]1[CH2:22][CH2:23][CH:18]([C:17]2[C:16]3[C:11](=[CH:12][CH:13]=[CH:14][CH:15]=3)[NH:10][C:9]=2[C:8]2[C:3]([O:2][CH3:1])=[N:4][CH:5]=[CH:6][CH:7]=2)[CH2:19][CH2:20]1)[C:34]1[CH:39]=[CH:38][CH:37]=[CH:36][CH:35]=1. (4) Given the reactants [CH3:1][O:2][C:3](=[O:16])[C:4]1[CH:9]=[CH:8][CH:7]=[C:6]([C:10]#[N:11])[C:5]=1[C:12]([O:14][CH3:15])=[O:13].[H][H].[ClH:19], predict the reaction product. The product is: [ClH:19].[CH3:1][O:2][C:3](=[O:16])[C:4]1[CH:9]=[CH:8][CH:7]=[C:6]([CH2:10][NH2:11])[C:5]=1[C:12]([O:14][CH3:15])=[O:13]. (5) Given the reactants [C:1]([N:5]([C:19]([C:21]1[CH:48]=[CH:47][C:24]2[N:25]=[CH:26][N:27](C(C3C=CC=CC=3)(C3C=CC=CC=3)C3C=CC=CC=3)[C:23]=2[CH:22]=1)=[O:20])[NH:6][C:7](=[O:18])[C:8]1[CH:13]=[CH:12][CH:11]=[C:10]([O:14][CH3:15])[C:9]=1[CH2:16][CH3:17])([CH3:4])([CH3:3])[CH3:2].C1(C(C2C=CC=CC=2)C2C=CC=CC=2)C=CC=CC=1.[OH-].[K+].O, predict the reaction product. The product is: [C:1]([N:5]([C:19]([C:21]1[CH:48]=[CH:47][C:24]2[N:25]=[CH:26][NH:27][C:23]=2[CH:22]=1)=[O:20])[NH:6][C:7](=[O:18])[C:8]1[CH:13]=[CH:12][CH:11]=[C:10]([O:14][CH3:15])[C:9]=1[CH2:16][CH3:17])([CH3:2])([CH3:3])[CH3:4]. (6) Given the reactants [CH3:1][O:2][CH2:3][CH:4]1[CH2:7][CH:6]([C:8]#[C:9][C:10]#[C:11][Si](C)(C)C)[CH2:5]1.[OH-].[Na+], predict the reaction product. The product is: [C:8]([CH:6]1[CH2:7][CH:4]([CH2:3][O:2][CH3:1])[CH2:5]1)#[C:9][C:10]#[CH:11]. (7) Given the reactants Br[C:2]1[S:6][C:5]([C:7]2[CH:8]=[CH:9][C:10]([O:15][CH:16]([CH3:18])[CH3:17])=[C:11]([CH:14]=2)[C:12]#[N:13])=[N:4][CH:3]=1.[F:19][C:20]1[CH:21]=[C:22](B2OC(C)(C)C(C)(C)O2)[C:23]([O:34][CH3:35])=[C:24]([CH2:26][CH2:27][CH2:28][C:29]([O:31][CH2:32][CH3:33])=[O:30])[CH:25]=1.P([O-])([O-])([O-])=O.[K+].[K+].[K+].O, predict the reaction product. The product is: [C:12]([C:11]1[CH:14]=[C:7]([C:5]2[S:6][C:2]([C:22]3[C:23]([O:34][CH3:35])=[C:24]([CH2:26][CH2:27][CH2:28][C:29]([O:31][CH2:32][CH3:33])=[O:30])[CH:25]=[C:20]([F:19])[CH:21]=3)=[CH:3][N:4]=2)[CH:8]=[CH:9][C:10]=1[O:15][CH:16]([CH3:18])[CH3:17])#[N:13]. (8) Given the reactants [NH:1]([C:11]([O:13][C:14]([CH3:17])([CH3:16])[CH3:15])=[O:12])[C@H:2]([C:8]([OH:10])=[O:9])[CH2:3][CH2:4][CH2:5][CH2:6][NH2:7].C([O-])([O-])=O.[K+].[K+].[N:24](S(C(F)(F)F)(=O)=O)=[N+:25]=[N-:26], predict the reaction product. The product is: [NH:1]([C:11]([O:13][C:14]([CH3:17])([CH3:16])[CH3:15])=[O:12])[C@H:2]([C:8]([OH:10])=[O:9])[CH2:3][CH2:4][CH2:5][CH2:6][NH:7][N:24]=[N+:25]=[N-:26]. (9) The product is: [NH:25]1[C:29]2[CH:30]=[CH:31][C:32]([NH:34][C:7]3[C:6]4=[N:13][NH:14][CH:15]=[C:5]4[C:4]4[CH:3]=[C:2]([Br:1])[CH:11]=[CH:10][C:9]=4[N:8]=3)=[CH:33][C:28]=2[N:27]=[CH:26]1. Given the reactants [Br:1][C:2]1[CH:11]=[CH:10][C:9]2[N:8]=[C:7](Cl)[C:6]3=[N:13][N:14](CC4C=CC(OC)=CC=4)[CH:15]=[C:5]3[C:4]=2[CH:3]=1.[NH:25]1[C:29]2[CH:30]=[CH:31][C:32]([NH2:34])=[CH:33][C:28]=2[N:27]=[CH:26]1.Cl, predict the reaction product. (10) Given the reactants [H-].[Na+].[CH2:3]([O:5][C:6](=[O:16])[CH2:7][P:8]([O:13][CH2:14][CH3:15])([O:10][CH2:11][CH3:12])=[O:9])[CH3:4].Br[CH2:18][CH2:19][CH:20]=[CH2:21], predict the reaction product. The product is: [CH2:14]([O:13][P:8]([CH:7]([CH2:21][CH2:20][CH:19]=[CH2:18])[C:6]([O:5][CH2:3][CH3:4])=[O:16])([O:10][CH2:11][CH3:12])=[O:9])[CH3:15].